The task is: Binary classification across 12 toxicity assays.. This data is from Tox21: 12 toxicity assays (nuclear receptors and stress response pathways). (1) The molecule is O=C(O)Cc1ccc(CCNS(=O)(=O)c2ccc(Cl)cc2)cc1. It tested positive (active) for: NR-PPAR-gamma (PPAR-gamma nuclear receptor agonist). (2) It tested positive (active) for: NR-ER (Estrogen Receptor agonist activity). The compound is CC(=O)NC[C@H]1CN(c2ccc(N3CCOCC3)c(F)c2)C(=O)O1. (3) The drug is Cc1oc2c(NC(=O)c3c(Cl)cccc3Cl)cccc2c1C(C)(C)O. It tested positive (active) for: NR-AhR (Aryl hydrocarbon Receptor agonist activity), NR-Aromatase (Aromatase enzyme inhibition), and SR-MMP (Mitochondrial Membrane Potential disruption). (4) The compound is Cc1cc(C)nc(NS(=O)(=O)c2ccc(N)cc2)n1. It tested positive (active) for: NR-ER (Estrogen Receptor agonist activity).